Dataset: Forward reaction prediction with 1.9M reactions from USPTO patents (1976-2016). Task: Predict the product of the given reaction. (1) Given the reactants [OH:1][C:2]1[CH:11]=[C:10]2[C:5]([C:6]([CH3:15])=[C:7]([C:13]#[N:14])[C:8](=[O:12])[O:9]2)=[CH:4][CH:3]=1.[NH4+]=[S:17], predict the reaction product. The product is: [OH:1][C:2]1[CH:11]=[C:10]2[C:5]([C:6]([CH3:15])=[C:7]([C:13](=[S:17])[NH2:14])[C:8](=[O:12])[O:9]2)=[CH:4][CH:3]=1. (2) Given the reactants [CH3:1][C:2]([C:9]1[CH:14]=[CH:13][N+:12]([O-])=[CH:11][CH:10]=1)([CH3:8])[C:3]([O:5][CH2:6][CH3:7])=[O:4].[H][H], predict the reaction product. The product is: [CH3:8][C:2]([C:9]1[CH:10]=[CH:11][N:12]=[CH:13][CH:14]=1)([CH3:1])[C:3]([O:5][CH2:6][CH3:7])=[O:4].